From a dataset of Catalyst prediction with 721,799 reactions and 888 catalyst types from USPTO. Predict which catalyst facilitates the given reaction. (1) Reactant: CC1(C)C(C)(C)OB([C:9]2[CH:18]=[CH:17][CH:16]=[C:15]3[C:10]=2[CH2:11][CH2:12][N:13]([C:19]([O:21][C:22]([CH3:25])([CH3:24])[CH3:23])=[O:20])[CH2:14]3)O1.Br[C:28]1[CH:33]=[CH:32][C:31]([C:34]([F:37])([F:36])[F:35])=[CH:30][C:29]=1[N:38]1[C:42]([CH3:43])=[CH:41][N:40]=[CH:39]1.P([O-])([O-])([O-])=O.[K+].[K+].[K+]. Product: [CH3:43][C:42]1[N:38]([C:29]2[CH:30]=[C:31]([C:34]([F:37])([F:35])[F:36])[CH:32]=[CH:33][C:28]=2[C:9]2[CH:18]=[CH:17][CH:16]=[C:15]3[C:10]=2[CH2:11][CH2:12][N:13]([C:19]([O:21][C:22]([CH3:23])([CH3:24])[CH3:25])=[O:20])[CH2:14]3)[CH:39]=[N:40][CH:41]=1. The catalyst class is: 225. (2) Reactant: Br[CH:2]([O:10][C:11]1[CH:16]=[C:15]([Cl:17])[CH:14]=[C:13]([Cl:18])[CH:12]=1)[C:3]([O:5][C:6]([CH3:9])([CH3:8])[CH3:7])=[O:4].[CH3:19][S-:20].[Na+]. Product: [CH3:19][S:20][CH:2]([O:10][C:11]1[CH:16]=[C:15]([Cl:17])[CH:14]=[C:13]([Cl:18])[CH:12]=1)[C:3]([O:5][C:6]([CH3:9])([CH3:8])[CH3:7])=[O:4]. The catalyst class is: 12. (3) Reactant: [C:1]([O:5][C:6](=[O:20])[NH:7][C@H:8]1[C:14](=[O:15])[NH:13][C:12]2[CH:16]=[CH:17][CH:18]=[CH:19][C:11]=2[CH2:10][CH2:9]1)([CH3:4])([CH3:3])[CH3:2].[Cl:21]N1C(=O)CCC1=O. Product: [C:1]([O:5][C:6](=[O:20])[NH:7][C@@H:8]1[CH2:9][CH2:10][C:11]2[CH:19]=[C:18]([Cl:21])[CH:17]=[CH:16][C:12]=2[NH:13][C:14]1=[O:15])([CH3:4])([CH3:2])[CH3:3]. The catalyst class is: 13. (4) Reactant: [Br:1][CH2:2][CH2:3][CH2:4][CH2:5][CH2:6][CH2:7][C:8]1([CH2:30][CH2:31][CH2:32][CH2:33][CH2:34][CH2:35][Br:36])[C:20]2[CH:19]=[C:18](B3OC(C)(C)C(C)(C)O3)[CH:17]=[CH:16][C:15]=2[C:14]2[C:9]1=[CH:10][CH:11]=[CH:12][CH:13]=2.[Br:37][C:38]1[CH:50]=[CH:49][C:48]2[C:47]3[C:42](=[CH:43][C:44](Br)=[CH:45][CH:46]=3)[C:41]([CH2:59][CH2:60][CH2:61][CH2:62][CH2:63][CH2:64][Br:65])([CH2:52][CH2:53][CH2:54][CH2:55][CH2:56][CH2:57][Br:58])[C:40]=2[CH:39]=1.C(=O)([O-])[O-].[K+].[K+].O. Product: [Br:37][C:38]1[CH:39]=[C:40]2[C:48]([C:47]3[CH:46]=[CH:45][CH:44]=[C:43]([C:18]4[CH:17]=[CH:16][C:15]5[C:14]6[C:9](=[CH:10][CH:11]=[CH:12][CH:13]=6)[C:8]([CH2:30][CH2:31][CH2:32][CH2:33][CH2:34][CH2:35][Br:36])([CH2:7][CH2:6][CH2:5][CH2:4][CH2:3][CH2:2][Br:1])[C:20]=5[CH:19]=4)[C:42]=3[C:41]2([CH2:59][CH2:60][CH2:61][CH2:62][CH2:63][CH2:64][Br:65])[CH2:52][CH2:53][CH2:54][CH2:55][CH2:56][CH2:57][Br:58])=[CH:49][CH:50]=1. The catalyst class is: 206. (5) Reactant: C(OC([N:8]1[CH2:13][CH2:12][CH:11]([NH:14][C:15](=[O:46])[C:16]2[CH:21]=[CH:20][C:19]([NH:22][C:23]3[N:24]=[CH:25][C:26]4[N:32]([CH3:33])[C:31](=[O:34])[C:30]([F:36])([F:35])[CH2:29][N:28]([CH:37]5[CH2:42][CH2:41][CH2:40][CH2:39][CH2:38]5)[C:27]=4[N:43]=3)=[C:18]([O:44][CH3:45])[CH:17]=2)[CH2:10][CH2:9]1)=O)(C)(C)C.FC(F)(F)C(O)=O. Product: [CH:37]1([N:28]2[CH2:29][C:30]([F:36])([F:35])[C:31](=[O:34])[N:32]([CH3:33])[C:26]3[CH:25]=[N:24][C:23]([NH:22][C:19]4[CH:20]=[CH:21][C:16]([C:15]([NH:14][CH:11]5[CH2:12][CH2:13][NH:8][CH2:9][CH2:10]5)=[O:46])=[CH:17][C:18]=4[O:44][CH3:45])=[N:43][C:27]2=3)[CH2:38][CH2:39][CH2:40][CH2:41][CH2:42]1. The catalyst class is: 4. (6) Reactant: B(Br)(Br)Br.C[O:6][C:7]1[C:12]2[O:13][CH:14]([CH3:18])[C:15](=[O:17])[NH:16][C:11]=2[CH:10]=[C:9]([CH:19]=[O:20])[CH:8]=1. Product: [OH:6][C:7]1[C:12]2[O:13][CH:14]([CH3:18])[C:15](=[O:17])[NH:16][C:11]=2[CH:10]=[C:9]([CH:19]=[O:20])[CH:8]=1. The catalyst class is: 2.